From a dataset of Full USPTO retrosynthesis dataset with 1.9M reactions from patents (1976-2016). Predict the reactants needed to synthesize the given product. (1) Given the product [NH2:21][C:2]1[O:1][CH2:6][CH2:5][C@:4]2([C:19]3[C:14](=[N:15][CH:16]=[CH:17][CH:18]=3)[O:13][C:12]3[C:7]2=[CH:8][C:9]([NH:20][C:29](=[O:30])[C:26]2[CH:25]=[CH:24][C:23]([Cl:22])=[CH:28][N:27]=2)=[CH:10][CH:11]=3)[N:3]=1, predict the reactants needed to synthesize it. The reactants are: [O:1]1[CH2:6][CH2:5][C@:4]2([C:19]3[C:14](=[N:15][CH:16]=[CH:17][CH:18]=3)[O:13][C:12]3[C:7]2=[CH:8][C:9]([NH2:20])=[CH:10][CH:11]=3)[N:3]=[C:2]1[NH2:21].[Cl:22][C:23]1[CH:24]=[CH:25][C:26]([C:29](O)=[O:30])=[N:27][CH:28]=1.[Cl-].COC1N=C(OC)N=C([N+]2(C)CCOCC2)N=1. (2) Given the product [CH:37]1([N:3]2[C:2](=[O:1])[C:11]3[C:6](=[CH:7][CH:8]=[CH:9][CH:10]=3)[C:5]([C:12]3[C:20]4[C:15](=[CH:16][CH:17]=[CH:18][CH:19]=4)[N:14]([CH2:21][C:22]([OH:24])=[O:23])[C:13]=3[CH3:29])=[N:4]2)[CH2:41][CH2:40][CH2:39][CH2:38]1, predict the reactants needed to synthesize it. The reactants are: [OH:1][C:2]1[C:11]2[C:6](=[CH:7][CH:8]=[CH:9][CH:10]=2)[C:5]([C:12]2[C:20]3[C:15](=[CH:16][CH:17]=[CH:18][CH:19]=3)[N:14]([CH2:21][C:22]([O:24]C(C)(C)C)=[O:23])[C:13]=2[CH3:29])=[N:4][N:3]=1.C(=O)([O-])[O-].[K+].[K+].Br[CH:37]1[CH2:41][CH2:40][CH2:39][CH2:38]1. (3) Given the product [CH3:1][NH:2][C:67]([CH:64]1[CH2:63][CH2:62][CH:61]([C:42]2[N:38]3[CH:39]=[CH:40][N:41]=[C:36]([NH2:35])[C:37]3=[C:44]([C:45]3[CH:50]=[CH:49][CH:48]=[C:47]([O:51][CH2:52][C:53]4[C:58]([F:59])=[CH:57][CH:56]=[CH:55][C:54]=4[F:60])[CH:46]=3)[N:43]=2)[CH2:66][CH2:65]1)=[O:68], predict the reactants needed to synthesize it. The reactants are: [CH3:1][NH:2]C([C@H]1CC[C@H](C2N3C=CN=C(N)C3=C(C3C=CC=C(OCC4C=CC=CC=4)C=3)N=2)CC1)=O.[NH2:35][C:36]1[C:37]2[N:38]([C:42]([CH:61]3[CH2:66][CH2:65][CH:64]([C:67](O)=[O:68])[CH2:63][CH2:62]3)=[N:43][C:44]=2[C:45]2[CH:50]=[CH:49][CH:48]=[C:47]([O:51][CH2:52][C:53]3[C:58]([F:59])=[CH:57][CH:56]=[CH:55][C:54]=3[F:60])[CH:46]=2)[CH:39]=[CH:40][N:41]=1. (4) Given the product [Si:7]([O:6][C:5]1[CH:14]=[CH:15][C:2]([NH:31][C:32]2[N:36]([CH3:37])[N:35]=[C:34]([C:38]#[N:39])[CH:33]=2)=[CH:3][CH:4]=1)([C:10]([CH3:13])([CH3:12])[CH3:11])([CH3:9])[CH3:8], predict the reactants needed to synthesize it. The reactants are: Br[C:2]1[CH:15]=[CH:14][C:5]([O:6][Si:7]([C:10]([CH3:13])([CH3:12])[CH3:11])([CH3:9])[CH3:8])=[CH:4][CH:3]=1.[Si](OC1C=CC(N)=CC=1)(C(C)(C)C)(C)C.[NH2:31][C:32]1[N:36]([CH3:37])[N:35]=[C:34]([C:38]#[N:39])[CH:33]=1. (5) Given the product [OH:8][CH2:9][C:10]1[N:14]2[C:15](=[O:31])[N:16]([CH:18]3[CH2:19][CH2:20][N:21]([C:24]([O:26][C:27]([CH3:29])([CH3:28])[CH3:30])=[O:25])[CH2:22][CH2:23]3)[CH2:17][C:13]2=[CH:12][N:11]=1, predict the reactants needed to synthesize it. The reactants are: [Si]([O:8][CH2:9][C:10]1[N:14]2[C:15](=[O:31])[N:16]([CH:18]3[CH2:23][CH2:22][N:21]([C:24]([O:26][C:27]([CH3:30])([CH3:29])[CH3:28])=[O:25])[CH2:20][CH2:19]3)[CH2:17][C:13]2=[CH:12][N:11]=1)(C(C)(C)C)(C)C.[F-].C([N+](CCCC)(CCCC)CCCC)CCC. (6) The reactants are: [Br:1][C:2]1[CH:8]=[C:7]([OH:9])[C:6]([Br:10])=[CH:5][C:3]=1[OH:4].[N+]([O-])([O-])=O.[NH4+].[Ce]. Given the product [Br:1][C:2]1[C:3](=[O:4])[CH:5]=[C:6]([Br:10])[C:7](=[O:9])[CH:8]=1, predict the reactants needed to synthesize it. (7) Given the product [CH3:14][C:15]([CH3:19])([CH3:18])[CH:16]=[CH:17][C@@H:31]([C:30]1[CH:29]=[CH:28][C:27]([C:26]([F:25])([F:35])[F:36])=[CH:34][CH:33]=1)[OH:32], predict the reactants needed to synthesize it. The reactants are: B(C1CCCCC1)C1CCCCC1.[CH3:14][C:15]([CH3:19])([CH3:18])[C:16]#[CH:17].[Zn](CC)CC.[F:25][C:26]([F:36])([F:35])[C:27]1[CH:34]=[CH:33][C:30]([CH:31]=[O:32])=[CH:29][CH:28]=1. (8) Given the product [C:17]([C:19]1[CH:20]=[C:21]([NH:22][C:9]2[C:4]3[CH:3]=[C:2]([F:1])[N:12]=[CH:11][C:5]=3[N:6]=[CH:7][N:8]=2)[CH:23]=[CH:24][C:25]=1[Cl:26])#[CH:18], predict the reactants needed to synthesize it. The reactants are: [F:1][C:2]1[N:12]=[CH:11][C:5]2[NH:6][C:7](=O)[N:8]=[CH:9][C:4]=2[CH:3]=1.S(Cl)(Cl)=O.[C:17]([C:19]1[CH:20]=[C:21]([CH:23]=[CH:24][C:25]=1[Cl:26])[NH2:22])#[CH:18].